Predict the reaction yield, written as a fraction of the theoretical maximum amount of product (1.0 means a 100% yield; for example, 0.34 means a 34% yield). From a dataset of Reaction yield outcomes from USPTO patents with 853,638 reactions. (1) The reactants are [Cl:1][C:2]1[C:3]([CH3:26])=[N:4][O:5][C:6]=1[N:7]([CH2:20][O:21][CH2:22][CH2:23][O:24][CH3:25])[S:8]([C:11]1[C:19]2[C:14](=[N:15][CH:16]=[CH:17][CH:18]=2)[S:13][CH:12]=1)(=[O:10])=[O:9].[Li]C(C)(C)C.[CH3:32][C:33]1[CH:40]=[C:39]([CH3:41])[CH:38]=[CH:37][C:34]=1[CH:35]=[O:36]. The catalyst is C1COCC1. The product is [Cl:1][C:2]1[C:3]([CH3:26])=[N:4][O:5][C:6]=1[N:7]([CH2:20][O:21][CH2:22][CH2:23][O:24][CH3:25])[S:8]([C:11]1[C:19]2[C:14](=[N:15][CH:16]=[CH:17][CH:18]=2)[S:13][C:12]=1[CH:35]([OH:36])[C:34]1[CH:37]=[CH:38][C:39]([CH3:41])=[CH:40][C:33]=1[CH3:32])(=[O:9])=[O:10]. The yield is 0.730. (2) The yield is 0.710. The catalyst is CO. The reactants are [CH3:1][O:2][C:3]([C:5]1[S:6][C:7]([C:27]2[CH:32]=[CH:31][CH:30]=[CH:29][CH:28]=2)=[CH:8][C:9]=1[N:10]([C:18]([CH:20]1[CH2:25][CH2:24][CH:23]([CH3:26])[CH2:22][CH2:21]1)=[O:19])[CH:11]1[CH2:16][CH2:15][C:14](=O)[CH2:13][CH2:12]1)=[O:4].Cl.[NH2:34][OH:35].[OH-].[Na+]. The product is [CH3:1][O:2][C:3]([C:5]1[S:6][C:7]([C:27]2[CH:32]=[CH:31][CH:30]=[CH:29][CH:28]=2)=[CH:8][C:9]=1[N:10]([CH:11]1[CH2:16][CH2:15][C:14](=[N:34][OH:35])[CH2:13][CH2:12]1)[C:18]([CH:20]1[CH2:25][CH2:24][CH:23]([CH3:26])[CH2:22][CH2:21]1)=[O:19])=[O:4]. (3) The reactants are [OH-].[Na+].[CH3:3][O:4][CH2:5][CH2:6][O:7][CH2:8][O:9][C:10]1[CH:11]=[C:12]2[C:17](=[CH:18][CH:19]=1)[CH:16]=[C:15]([C:20]([O:22]C)=[O:21])[CH:14]=[CH:13]2.Cl. The catalyst is O1CCCC1.CO.O. The product is [CH3:3][O:4][CH2:5][CH2:6][O:7][CH2:8][O:9][C:10]1[CH:11]=[C:12]2[C:17](=[CH:18][CH:19]=1)[CH:16]=[C:15]([C:20]([OH:22])=[O:21])[CH:14]=[CH:13]2. The yield is 0.920. (4) The reactants are CON(C)[C:4](=[O:26])[CH2:5][CH2:6][CH2:7][CH2:8][CH2:9][CH2:10][CH2:11][CH2:12][CH2:13][CH2:14][NH:15][C:16](=[O:25])[O:17][CH2:18][C:19]1[CH:24]=[CH:23][CH:22]=[CH:21][CH:20]=1.[CH3:28][Mg]Cl. The catalyst is C1COCC1. The product is [O:26]=[C:4]([CH3:28])[CH2:5][CH2:6][CH2:7][CH2:8][CH2:9][CH2:10][CH2:11][CH2:12][CH2:13][CH2:14][NH:15][C:16](=[O:25])[O:17][CH2:18][C:19]1[CH:20]=[CH:21][CH:22]=[CH:23][CH:24]=1. The yield is 0.800. (5) The reactants are C([Li])CCC.CC1(C)CCCC(C)(C)N1.[F:16][C:17]1[CH:22]=[N:21][CH:20]=[CH:19][N:18]=1.[CH2:23]([Sn:27](Cl)([CH2:32][CH2:33][CH2:34][CH3:35])[CH2:28][CH2:29][CH2:30][CH3:31])[CH2:24][CH2:25][CH3:26]. The catalyst is C1COCC1. The product is [F:16][C:17]1[C:22]([Sn:27]([CH2:28][CH2:29][CH2:30][CH3:31])([CH2:32][CH2:33][CH2:34][CH3:35])[CH2:23][CH2:24][CH2:25][CH3:26])=[N:21][CH:20]=[CH:19][N:18]=1. The yield is 0.770. (6) The reactants are [C:1]([C:3]1[CH:15]=[C:14]2[C:6]([C:7]3[C:8](=[O:25])[C:9]4[CH:21]=[CH:20][C:19]([C:22]([OH:24])=O)=[CH:18][C:10]=4[C:11]([CH3:17])([CH3:16])[C:12]=3[NH:13]2)=[CH:5][CH:4]=1)#[N:2].[NH:26]1[CH2:31][CH2:30][O:29][CH2:28][CH2:27]1.C(N(CC)C(C)C)(C)C. The catalyst is O1CCCC1. The product is [CH3:16][C:11]1([CH3:17])[C:12]2[NH:13][C:14]3[C:6](=[CH:5][CH:4]=[C:3]([C:1]#[N:2])[CH:15]=3)[C:7]=2[C:8](=[O:25])[C:9]2[CH:21]=[CH:20][C:19]([C:22]([N:26]3[CH2:31][CH2:30][O:29][CH2:28][CH2:27]3)=[O:24])=[CH:18][C:10]1=2. The yield is 0.550.